Dataset: CYP1A2 inhibition data for predicting drug metabolism from PubChem BioAssay. Task: Regression/Classification. Given a drug SMILES string, predict its absorption, distribution, metabolism, or excretion properties. Task type varies by dataset: regression for continuous measurements (e.g., permeability, clearance, half-life) or binary classification for categorical outcomes (e.g., BBB penetration, CYP inhibition). Dataset: cyp1a2_veith. (1) The drug is COCC(=O)N1CCC2(CC1)CN(c1ccccn1)C2. The result is 0 (non-inhibitor). (2) The molecule is Ic1ccc(N2CCN(Cc3c[nH]c4ncccc34)CC2)cc1. The result is 1 (inhibitor). (3) The molecule is CC(NC(=O)Cc1ccc(F)cc1)c1ccccc1. The result is 0 (non-inhibitor). (4) The drug is CN(Cc1ccco1)c1cc(-c2ccc3c(c2)OCO3)ncn1. The result is 1 (inhibitor). (5) The molecule is O=c1cc(-c2ccccc2)[nH]n1-c1ccc([N+](=O)[O-])cc1. The result is 1 (inhibitor). (6) The compound is COC(=O)[C@@]1(Cc2ccccc2)[C@H]2c3cc(C(=O)N(C)C)n(Cc4nc5ccccc5[nH]4)c3C[C@H]2CN1C(=O)c1ccccc1. The result is 1 (inhibitor).